This data is from NCI-60 drug combinations with 297,098 pairs across 59 cell lines. The task is: Regression. Given two drug SMILES strings and cell line genomic features, predict the synergy score measuring deviation from expected non-interaction effect. (1) Drug 1: CCCS(=O)(=O)NC1=C(C(=C(C=C1)F)C(=O)C2=CNC3=C2C=C(C=N3)C4=CC=C(C=C4)Cl)F. Drug 2: C1CCC(CC1)NC(=O)N(CCCl)N=O. Cell line: OVCAR-8. Synergy scores: CSS=33.1, Synergy_ZIP=16.1, Synergy_Bliss=16.4, Synergy_Loewe=13.7, Synergy_HSA=13.8. (2) Drug 1: C1CCC(CC1)NC(=O)N(CCCl)N=O. Drug 2: CC1C(C(=O)NC(C(=O)N2CCCC2C(=O)N(CC(=O)N(C(C(=O)O1)C(C)C)C)C)C(C)C)NC(=O)C3=C4C(=C(C=C3)C)OC5=C(C(=O)C(=C(C5=N4)C(=O)NC6C(OC(=O)C(N(C(=O)CN(C(=O)C7CCCN7C(=O)C(NC6=O)C(C)C)C)C)C(C)C)C)N)C. Cell line: SW-620. Synergy scores: CSS=48.9, Synergy_ZIP=10.0, Synergy_Bliss=14.4, Synergy_Loewe=13.1, Synergy_HSA=13.1. (3) Drug 1: CN1CCC(CC1)COC2=C(C=C3C(=C2)N=CN=C3NC4=C(C=C(C=C4)Br)F)OC. Drug 2: CC1=C(N=C(N=C1N)C(CC(=O)N)NCC(C(=O)N)N)C(=O)NC(C(C2=CN=CN2)OC3C(C(C(C(O3)CO)O)O)OC4C(C(C(C(O4)CO)O)OC(=O)N)O)C(=O)NC(C)C(C(C)C(=O)NC(C(C)O)C(=O)NCCC5=NC(=CS5)C6=NC(=CS6)C(=O)NCCC[S+](C)C)O. Cell line: BT-549. Synergy scores: CSS=4.95, Synergy_ZIP=-2.02, Synergy_Bliss=0.0862, Synergy_Loewe=-12.4, Synergy_HSA=-1.91. (4) Drug 1: CC1=C2C(C(=O)C3(C(CC4C(C3C(C(C2(C)C)(CC1OC(=O)C(C(C5=CC=CC=C5)NC(=O)C6=CC=CC=C6)O)O)OC(=O)C7=CC=CC=C7)(CO4)OC(=O)C)O)C)OC(=O)C. Drug 2: C#CCC(CC1=CN=C2C(=N1)C(=NC(=N2)N)N)C3=CC=C(C=C3)C(=O)NC(CCC(=O)O)C(=O)O. Cell line: COLO 205. Synergy scores: CSS=56.0, Synergy_ZIP=6.43, Synergy_Bliss=2.54, Synergy_Loewe=-17.0, Synergy_HSA=0.342. (5) Drug 1: CCC1=CC2CC(C3=C(CN(C2)C1)C4=CC=CC=C4N3)(C5=C(C=C6C(=C5)C78CCN9C7C(C=CC9)(C(C(C8N6C)(C(=O)OC)O)OC(=O)C)CC)OC)C(=O)OC.C(C(C(=O)O)O)(C(=O)O)O. Drug 2: CS(=O)(=O)CCNCC1=CC=C(O1)C2=CC3=C(C=C2)N=CN=C3NC4=CC(=C(C=C4)OCC5=CC(=CC=C5)F)Cl. Cell line: CCRF-CEM. Synergy scores: CSS=42.5, Synergy_ZIP=2.15, Synergy_Bliss=4.79, Synergy_Loewe=-26.7, Synergy_HSA=2.83. (6) Synergy scores: CSS=43.5, Synergy_ZIP=14.9, Synergy_Bliss=14.4, Synergy_Loewe=13.1, Synergy_HSA=13.9. Cell line: EKVX. Drug 1: C1=C(C(=O)NC(=O)N1)F. Drug 2: C1=CC(=CC=C1CC(C(=O)O)N)N(CCCl)CCCl.Cl.